This data is from Forward reaction prediction with 1.9M reactions from USPTO patents (1976-2016). The task is: Predict the product of the given reaction. (1) Given the reactants [N:1]1[CH:6]=[CH:5][CH:4]=[N:3][C:2]=1[CH:7]=O.[CH3:9][C:10]([S@@:13]([NH2:15])=[O:14])([CH3:12])[CH3:11].S([O-])(O)(=O)=O.[K+], predict the reaction product. The product is: [N:1]1[CH:6]=[CH:5][CH:4]=[N:3][C:2]=1[CH:7]=[N:15][S@:13]([C:10]([CH3:12])([CH3:11])[CH3:9])=[O:14]. (2) Given the reactants [NH2:1][C@H:2]1[CH2:7][CH2:6][C@H:5]([NH:8][C:9]([C:11]2[C:15]3[N:16]=[CH:17][N:18]=[C:19]([C:20]4[CH:25]=[CH:24][C:23]([F:26])=[CH:22][C:21]=4[O:27][CH2:28][CH:29]4[CH2:31][CH2:30]4)[C:14]=3[NH:13][CH:12]=2)=[O:10])[CH2:4][CH2:3]1.Cl[C:33]([CH2:35][O:36]C(=O)C)=[O:34], predict the reaction product. The product is: [OH:36][CH2:35][C:33]([NH:1][C@H:2]1[CH2:7][CH2:6][C@H:5]([NH:8][C:9]([C:11]2[C:15]3[N:16]=[CH:17][N:18]=[C:19]([C:20]4[CH:25]=[CH:24][C:23]([F:26])=[CH:22][C:21]=4[O:27][CH2:28][CH:29]4[CH2:30][CH2:31]4)[C:14]=3[NH:13][CH:12]=2)=[O:10])[CH2:4][CH2:3]1)=[O:34]. (3) Given the reactants C([O:3][C:4]([C:6]1([NH:15][C:16]([C:18]2[C:23]([O:24][CH2:25][CH2:26][CH3:27])=[CH:22][CH:21]=[CH:20][N:19]=2)=[O:17])[CH2:14][C:13]2[C:8](=[CH:9][CH:10]=[CH:11][CH:12]=2)[CH2:7]1)=[O:5])C.O1CCOCC1.CO, predict the reaction product. The product is: [CH2:25]([O:24][C:23]1[C:18]([C:16]([NH:15][C:6]2([C:4]([OH:5])=[O:3])[CH2:7][C:8]3[C:13](=[CH:12][CH:11]=[CH:10][CH:9]=3)[CH2:14]2)=[O:17])=[N:19][CH:20]=[CH:21][CH:22]=1)[CH2:26][CH3:27]. (4) The product is: [Cl:1][C:2]1[CH:3]=[C:4]([C:9]2[CH:13]=[C:12]([C:14]3[CH:19]=[CH:18][C:17]([O:20][CH3:21])=[CH:16][CH:15]=3)[N:11]([CH2:22][C:23]3[CH:24]=[CH:25][C:26]([C:27]([OH:29])=[O:28])=[CH:31][CH:32]=3)[N:10]=2)[CH:5]=[C:6]([Cl:8])[CH:7]=1. Given the reactants [Cl:1][C:2]1[CH:3]=[C:4]([C:9]2[CH:13]=[C:12]([C:14]3[CH:19]=[CH:18][C:17]([O:20][CH3:21])=[CH:16][CH:15]=3)[N:11]([CH2:22][C:23]3[CH:32]=[CH:31][C:26]([C:27]([O:29]C)=[O:28])=[CH:25][CH:24]=3)[N:10]=2)[CH:5]=[C:6]([Cl:8])[CH:7]=1.CO.[OH-].[Na+], predict the reaction product. (5) Given the reactants [Cl:1][C:2]1[CH:11]=[C:10]2[C:5]([C:6]([N:12]3[CH2:17][CH2:16][N:15]([C:18](=[N:26][C:27]#[N:28])OC4C=CC=CC=4)[CH2:14][CH2:13]3)=[CH:7][CH:8]=[N:9]2)=[CH:4][CH:3]=1.[F:29][C:30]1[CH:37]=[CH:36][C:33]([CH2:34][NH2:35])=[CH:32][CH:31]=1, predict the reaction product. The product is: [Cl:1][C:2]1[CH:11]=[C:10]2[C:5]([C:6]([N:12]3[CH2:13][CH2:14][N:15]([C:18](=[N:26][C:27]#[N:28])[NH:35][CH2:34][C:33]4[CH:36]=[CH:37][C:30]([F:29])=[CH:31][CH:32]=4)[CH2:16][CH2:17]3)=[CH:7][CH:8]=[N:9]2)=[CH:4][CH:3]=1. (6) Given the reactants I[C:2]1[CH:3]=[C:4]([C:8]2[N:9]=[C:10]3[C:16]([C:17](=[O:22])[C:18]([CH3:21])([CH3:20])[CH3:19])=[CH:15][N:14](COCC[Si](C)(C)C)[C:11]3=[N:12][CH:13]=2)[CH:5]=[CH:6][CH:7]=1.C(OC(=O)[NH:37][CH2:38][CH:39]1[CH2:43][CH2:42][NH:41][CH2:40]1)(C)(C)C, predict the reaction product. The product is: [NH2:37][CH2:38][CH:39]1[CH2:43][CH2:42][N:41]([C:2]2[CH:3]=[C:4]([C:8]3[N:9]=[C:10]4[C:16]([C:17](=[O:22])[C:18]([CH3:20])([CH3:21])[CH3:19])=[CH:15][NH:14][C:11]4=[N:12][CH:13]=3)[CH:5]=[CH:6][CH:7]=2)[CH2:40]1. (7) Given the reactants Cl[C:2]1[CH:7]=[CH:6][C:5](OC)=[CH:4][C:3]=1[N+]([O-])=O.C([O-])([O-])=O.[K+].[K+].[CH3:19][CH2:20][CH2:21][CH2:22][CH2:23][CH3:24].C(OCC)(=O)C, predict the reaction product. The product is: [C:2]1([C:21]2[CH:20]=[CH:19][CH:24]=[CH:23][CH:22]=2)[CH:7]=[CH:6][CH:5]=[CH:4][CH:3]=1.